This data is from Forward reaction prediction with 1.9M reactions from USPTO patents (1976-2016). The task is: Predict the product of the given reaction. (1) Given the reactants Cl[C:2]1[C:11]2[C:6](=[CH:7][CH:8]=[CH:9][C:10]=2[O:12][CH:13]2[CH2:18][CH2:17][N:16]([CH3:19])[CH2:15][CH2:14]2)[N:5]=[CH:4][N:3]=1.[Cl:20][C:21]1[CH:35]=[C:34]([NH2:36])[CH:33]=[CH:32][C:22]=1[O:23][CH2:24][C:25]1[CH:29]=[C:28]([CH3:30])[N:27]([CH3:31])[N:26]=1, predict the reaction product. The product is: [Cl:20][C:21]1[CH:35]=[C:34]([CH:33]=[CH:32][C:22]=1[O:23][CH2:24][C:25]1[CH:29]=[C:28]([CH3:30])[N:27]([CH3:31])[N:26]=1)[NH:36][C:2]1[C:11]2[C:6](=[CH:7][CH:8]=[CH:9][C:10]=2[O:12][CH:13]2[CH2:18][CH2:17][N:16]([CH3:19])[CH2:15][CH2:14]2)[N:5]=[CH:4][N:3]=1. (2) Given the reactants Br[C:2]1[N:11]=[C:10]([C:12]([NH:14][CH2:15][C:16]2[CH:21]=[CH:20][C:19]([F:22])=[CH:18][CH:17]=2)=[O:13])[C:9]([OH:23])=[C:8]2[C:3]=1[CH:4]=[CH:5][CH:6]=[N:7]2.[CH3:24][N:25]([CH3:34])[C:26](=[O:33])[CH2:27][NH:28][S:29]([CH3:32])(=[O:31])=[O:30], predict the reaction product. The product is: [F:22][C:19]1[CH:20]=[CH:21][C:16]([CH2:15][NH:14][C:12]([C:10]2[C:9]([OH:23])=[C:8]3[C:3]([CH:4]=[CH:5][CH:6]=[N:7]3)=[C:2]([N:28]([CH2:27][C:26]([N:25]([CH3:34])[CH3:24])=[O:33])[S:29]([CH3:32])(=[O:31])=[O:30])[N:11]=2)=[O:13])=[CH:17][CH:18]=1.